This data is from Full USPTO retrosynthesis dataset with 1.9M reactions from patents (1976-2016). The task is: Predict the reactants needed to synthesize the given product. (1) Given the product [Cl:12][C:13]1[N:18]=[C:17]([N:19]([C:35]([O:37][C:38]([CH3:41])([CH3:40])[CH3:39])=[O:36])[N:20]([C:21]([O:23][C:24]([CH3:25])([CH3:26])[CH3:27])=[O:22])[C:28]([O:30][C:31]([CH3:32])([CH3:33])[CH3:34])=[O:29])[C:16]([F:42])=[C:15]([N:7]2[CH2:8][CH:9]3[C:5]([N:4]([CH3:11])[CH3:3])([CH2:10]3)[CH2:6]2)[N:14]=1, predict the reactants needed to synthesize it. The reactants are: Cl.Cl.[CH3:3][N:4]([CH3:11])[C:5]12[CH2:10][CH:9]1[CH2:8][NH:7][CH2:6]2.[Cl:12][C:13]1[N:18]=[C:17]([N:19]([C:35]([O:37][C:38]([CH3:41])([CH3:40])[CH3:39])=[O:36])[N:20]([C:28]([O:30][C:31]([CH3:34])([CH3:33])[CH3:32])=[O:29])[C:21]([O:23][C:24]([CH3:27])([CH3:26])[CH3:25])=[O:22])[C:16]([F:42])=[C:15](Cl)[N:14]=1.C(N(CC)C(C)C)(C)C. (2) Given the product [O:21]=[C:20]1[O:12][N:11]=[C:10]([C:7]2[CH:8]=[CH:9][C:4]([C:3]([OH:2])=[O:14])=[CH:5][CH:6]=2)[NH:13]1, predict the reactants needed to synthesize it. The reactants are: C[O:2][C:3](=[O:14])[C:4]1[CH:9]=[CH:8][C:7]([C:10](=[NH:13])[NH:11][OH:12])=[CH:6][CH:5]=1.C1N=CN([C:20](N2C=NC=C2)=[O:21])C=1.